Dataset: Catalyst prediction with 721,799 reactions and 888 catalyst types from USPTO. Task: Predict which catalyst facilitates the given reaction. (1) Reactant: [CH3:1][O:2][C:3]([C:5]1[CH2:6][N:7]([C:23]([O:25][C:26]([CH3:29])([CH3:28])[CH3:27])=[O:24])[CH2:8][C:9]2([C:12]=1[C:13]1[CH:18]=[CH:17][C:16]([CH2:19][CH2:20][CH2:21][OH:22])=[CH:15][CH:14]=1)[CH2:11][CH2:10]2)=[O:4].[Cl:30][C:31]1[C:36]([F:37])=[CH:35][CH:34]=[C:33]([F:38])[C:32]=1O.C(P(CCCC)CCCC)CCC. Product: [CH3:1][O:2][C:3]([C:5]1[CH2:6][N:7]([C:23]([O:25][C:26]([CH3:29])([CH3:28])[CH3:27])=[O:24])[CH2:8][C:9]2([C:12]=1[C:13]1[CH:18]=[CH:17][C:16]([CH2:19][CH2:20][CH2:21][O:22][C:32]3[C:33]([F:38])=[CH:34][CH:35]=[C:36]([F:37])[C:31]=3[Cl:30])=[CH:15][CH:14]=1)[CH2:11][CH2:10]2)=[O:4]. The catalyst class is: 260. (2) Product: [CH3:12][N:13]([CH3:18])[CH2:14][CH2:15][CH2:16][O:17][C:2]1[CH:9]=[CH:8][C:5]([C:6]#[N:7])=[CH:4][C:3]=1[O:10][CH3:11]. Reactant: F[C:2]1[CH:9]=[CH:8][C:5]([C:6]#[N:7])=[CH:4][C:3]=1[O:10][CH3:11].[CH3:12][N:13]([CH3:18])[CH2:14][CH2:15][CH2:16][OH:17].C[Si](C)(C)[N-][Si](C)(C)C.[K+]. The catalyst class is: 7. (3) Reactant: [N:1]([CH:4]([CH2:21][CH:22]=[CH2:23])[CH2:5][C:6]1[CH:11]=[CH:10][CH:9]=[CH:8][C:7]=1[C:12]1[C:16]2[CH:17]=[CH:18][CH:19]=[CH:20][C:15]=2[O:14][N:13]=1)=[N+]=[N-].[H-].[Al+3].[Li+].[H-].[H-].[H-]. Product: [NH2:1][CH:4]([CH2:21][CH:22]=[CH2:23])[CH2:5][C:6]1[CH:11]=[CH:10][CH:9]=[CH:8][C:7]=1[C:12]1[C:16]2[CH:17]=[CH:18][CH:19]=[CH:20][C:15]=2[O:14][N:13]=1. The catalyst class is: 305. (4) Reactant: Cl[C:2]1[N:11]=[C:10]([NH:12][CH2:13][CH:14]([C:20]2[CH:25]=[CH:24][CH:23]=[CH:22][N:21]=2)[C:15]2[NH:16][CH:17]=[CH:18][CH:19]=2)[C:9]2[C:4](=[CH:5][CH:6]=[CH:7][CH:8]=2)[N:3]=1.[CH3:26][S:27]([NH:30][C:31]1[CH:36]=[CH:35][C:34](B(O)O)=[CH:33][CH:32]=1)(=[O:29])=[O:28].C1(C(C2C=CC=CN=2)CNC2C3C(=CC=CC=3)N=C(C3C=CC(NS(C)(=O)=O)=CC=3)N=2)C=CC=CC=1. Product: [N:21]1[CH:22]=[CH:23][CH:24]=[CH:25][C:20]=1[CH:14]([C:15]1[NH:16][CH:17]=[CH:18][CH:19]=1)[CH2:13][NH:12][C:10]1[C:9]2[C:4](=[CH:5][CH:6]=[CH:7][CH:8]=2)[N:3]=[C:2]([C:34]2[CH:33]=[CH:32][C:31]([NH:30][S:27]([CH3:26])(=[O:28])=[O:29])=[CH:36][CH:35]=2)[N:11]=1. The catalyst class is: 147. (5) The catalyst class is: 46. Reactant: Cl.[F:2][C:3]1[CH:8]=[CH:7][C:6]([C:9]2([CH:13]3[C:22]4[C:17](=[CH:18][CH:19]=[C:20]([O:23][CH2:24][CH2:25][NH:26][S:27]([CH2:30][CH2:31][CH3:32])(=[O:29])=[O:28])[CH:21]=4)[CH2:16][CH2:15][NH:14]3)[CH2:12][CH2:11][CH2:10]2)=[CH:5][CH:4]=1.C(N(CC)CC)C.[F:40][C:41]([F:52])([F:51])[C:42](O[C:42](=[O:43])[C:41]([F:52])([F:51])[F:40])=[O:43].C([O-])(O)=O.[Na+]. Product: [F:2][C:3]1[CH:8]=[CH:7][C:6]([C:9]2([CH:13]3[C:22]4[C:17](=[CH:18][CH:19]=[C:20]([O:23][CH2:24][CH2:25][NH:26][S:27]([CH2:30][CH2:31][CH3:32])(=[O:28])=[O:29])[CH:21]=4)[CH2:16][CH2:15][N:14]3[C:42](=[O:43])[C:41]([F:52])([F:51])[F:40])[CH2:10][CH2:11][CH2:12]2)=[CH:5][CH:4]=1. (6) Reactant: [C:1]([N:8]1[CH2:13][CH2:12][CH2:11][CH2:10][CH:9]1[CH3:14])([O:3][C:4]([CH3:7])([CH3:6])[CH3:5])=[O:2].CN(CCN(C)C)C.[Li]C(CC)C.CN([CH:31]=[O:32])C. Product: [C:1]([N:8]1[C@@H:13]([CH:31]=[O:32])[CH2:12][CH2:11][CH2:10][C@@H:9]1[CH3:14])([O:3][C:4]([CH3:7])([CH3:6])[CH3:5])=[O:2]. The catalyst class is: 28. (7) Reactant: FC(F)(F)C(O)=O.[CH2:8]1[C:17]2[C:12](=[CH:13][C:14]([CH:18]([NH:20][C:21](=[O:23])[CH3:22])[CH3:19])=[CH:15][CH:16]=2)[CH2:11][CH2:10][NH:9]1.Br[CH2:25][C:26]1[CH:31]=[CH:30][C:29]([O:32][CH2:33][CH2:34][CH3:35])=[C:28]([Cl:36])[CH:27]=1.C([O-])([O-])=O.[Cs+].[Cs+].O. Product: [Cl:36][C:28]1[CH:27]=[C:26]([CH:31]=[CH:30][C:29]=1[O:32][CH2:33][CH2:34][CH3:35])[CH2:25][N:9]1[CH2:10][CH2:11][C:12]2[C:17](=[CH:16][CH:15]=[C:14]([CH:18]([NH:20][C:21](=[O:23])[CH3:22])[CH3:19])[CH:13]=2)[CH2:8]1. The catalyst class is: 122.